From a dataset of Full USPTO retrosynthesis dataset with 1.9M reactions from patents (1976-2016). Predict the reactants needed to synthesize the given product. (1) The reactants are: [CH3:1][N:2]1[CH2:7][CH2:6][N:5]([C:8]2[CH:13]=[CH:12][C:11]([N:14]3[CH2:19][CH2:18][CH2:17][CH2:16][CH2:15]3)=[C:10]([N+:20]([O-])=O)[CH:9]=2)[CH2:4][CH2:3]1.[C:23]([C:25]1[O:29][C:28]([C:30](O)=[O:31])=[CH:27][CH:26]=1)#[N:24].C(Cl)(=O)C(Cl)=O.CCN(C(C)C)C(C)C. Given the product [CH3:1][N:2]1[CH2:7][CH2:6][N:5]([C:8]2[CH:13]=[CH:12][C:11]([N:14]3[CH2:19][CH2:18][CH2:17][CH2:16][CH2:15]3)=[C:10]([NH:20][C:30]([C:28]3[O:29][C:25]([C:23]#[N:24])=[CH:26][CH:27]=3)=[O:31])[CH:9]=2)[CH2:4][CH2:3]1, predict the reactants needed to synthesize it. (2) Given the product [Br:1][C:2]1[CH:3]=[CH:4][C:5]([C:8]2[C:14]3[CH:15]=[C:16]([O:21][CH3:22])[C:17]([O:19][CH3:20])=[CH:18][C:13]=3[CH2:12][CH:11]([CH3:23])[NH:10][N:9]=2)=[CH:6][CH:7]=1, predict the reactants needed to synthesize it. The reactants are: [Br:1][C:2]1[CH:7]=[CH:6][C:5]([C:8]2[C:14]3[CH:15]=[C:16]([O:21][CH3:22])[C:17]([O:19][CH3:20])=[CH:18][C:13]=3[CH2:12][C:11]([CH3:23])=[N:10][N:9]=2)=[CH:4][CH:3]=1.Cl.C([BH3-])#N.[Na+].[OH-].[Na+]. (3) Given the product [Cl:29][C:30]1[C:38]2[C:33](=[CH:34][CH:35]=[C:36]([C:39]3[N:40]=[C:5]([C:4]4[CH:8]=[CH:9][C:10]([O:11][CH2:12][CH2:13][CH3:14])=[C:2]([Cl:1])[CH:3]=4)[O:7][N:41]=3)[CH:37]=2)[N:32]([CH2:43][CH2:44][C:45]([O:47][CH2:48][CH3:49])=[O:46])[CH:31]=1, predict the reactants needed to synthesize it. The reactants are: [Cl:1][C:2]1[CH:3]=[C:4]([CH:8]=[CH:9][C:10]=1[O:11][CH2:12][CH2:13][CH3:14])[C:5]([OH:7])=O.C(Cl)CCl.C1C=CC2N(O)N=NC=2C=1.[Cl:29][C:30]1[C:38]2[C:33](=[CH:34][CH:35]=[C:36]([C:39]([NH:41]O)=[NH:40])[CH:37]=2)[N:32]([CH2:43][CH2:44][C:45]([O:47][CH2:48][CH3:49])=[O:46])[CH:31]=1. (4) Given the product [ClH:28].[O:11]1[C:12]2[C:18]([C:19]([OH:21])=[O:20])=[CH:17][CH:16]=[CH:15][C:13]=2[CH2:14][NH:8][CH2:9][CH2:10]1, predict the reactants needed to synthesize it. The reactants are: C(OC([N:8]1[CH2:14][C:13]2[CH:15]=[CH:16][CH:17]=[C:18]([C:19]([OH:21])=[O:20])[C:12]=2[O:11][CH2:10][CH2:9]1)=O)(C)(C)C.C(OCC)(=O)C.[ClH:28]. (5) Given the product [CH:1]([C:4]1[CH:9]=[CH:8][C:7]([CH3:10])=[CH:6][C:5]=1[N:11]1[CH2:20][CH:19]([CH3:18])[CH2:22][S:13][C:12]1=[NH:14])([CH3:3])[CH3:2], predict the reactants needed to synthesize it. The reactants are: [CH:1]([C:4]1[CH:9]=[CH:8][C:7]([CH3:10])=[CH:6][C:5]=1[NH:11][C:12]([NH2:14])=[S:13])([CH3:3])[CH3:2].[K].BrC[CH2:18][CH:19](Br)[CH3:20].[CH3:22]C(=O)CC. (6) The reactants are: CN.[Cl:3][C:4]1[CH:5]=[C:6]([CH:9]=[C:10]([N:12]2[CH2:17][CH2:16][C:15](=O)[CH2:14][CH2:13]2)[N:11]=1)[C:7]#[N:8].ClC1C=C(C=C(N2CCC(O)CC2)N=1)[C:23]#[N:24].C(O[BH-](OC(=O)C)OC(=O)C)(=O)C.[Na+]. Given the product [Cl:3][C:4]1[CH:5]=[C:6]([CH:9]=[C:10]([N:12]2[CH2:17][CH2:16][CH:15]([NH:24][CH3:23])[CH2:14][CH2:13]2)[N:11]=1)[C:7]#[N:8], predict the reactants needed to synthesize it.